Task: Predict the product of the given reaction.. Dataset: Forward reaction prediction with 1.9M reactions from USPTO patents (1976-2016) (1) Given the reactants [Cl:1][C:2]1[C:10]2[N:9]=[C:8]3[N:11]([C:15]4[CH:20]=[CH:19][C:18]([Cl:21])=[CH:17][C:16]=4[Cl:22])[CH2:12][CH2:13][CH2:14][N:7]3[C:6]=2[C:5]([CH:23]([NH:26][C:27](=[O:32])[C:28]([F:31])([F:30])[F:29])[CH2:24][CH3:25])=[CH:4][CH:3]=1.[H-].[Na+].I[CH2:36][CH3:37].O, predict the reaction product. The product is: [Cl:1][C:2]1[C:10]2[N:9]=[C:8]3[N:11]([C:15]4[CH:20]=[CH:19][C:18]([Cl:21])=[CH:17][C:16]=4[Cl:22])[CH2:12][CH2:13][CH2:14][N:7]3[C:6]=2[C:5]([CH:23]([N:26]([CH2:36][CH3:37])[C:27](=[O:32])[C:28]([F:30])([F:29])[F:31])[CH2:24][CH3:25])=[CH:4][CH:3]=1. (2) Given the reactants [CH:1]1[C:10]2[CH2:9][CH2:8][CH2:7][CH2:6][C:5]=2[CH:4]=[CH:3][C:2]=1[C:11](=[O:14])[CH2:12][CH3:13].[CH2:15]1N2CN3CN(C2)CN1C3.C(OC(=O)C)(=O)C.[OH-].[Na+].S(=O)(=O)(O)O.C1CC(=O)C=C2C=1C=CC=C2, predict the reaction product. The product is: [CH3:13][CH:12]1[C:11](=[O:14])[C:2]2=[CH:1][C:10]3[CH2:9][CH2:8][CH2:7][CH2:6][C:5]=3[CH:4]=[C:3]2[CH2:15]1. (3) The product is: [BrH:6].[N:17]1[CH:16]=[CH:15][N:11]2[CH:9]=[CH:8][CH:14]=[N:13][C:12]=12. Given the reactants C(OC(O[CH2:8][CH3:9])C[Br:6])C.Br.[NH2:11][C:12]1[N:17]=[CH:16][CH:15]=[CH:14][N:13]=1, predict the reaction product. (4) Given the reactants [F:1][C:2]1[CH:3]=[C:4]([NH:9][C:10]([C:12]2[CH:13]=[C:14]([S:19](Cl)(=[O:21])=[O:20])[CH:15]=[CH:16][C:17]=2[F:18])=[O:11])[CH:5]=[CH:6][C:7]=1[F:8].CCN(CC)CC.[NH2:30][C@H:31]([CH3:34])[CH2:32][OH:33], predict the reaction product. The product is: [F:1][C:2]1[CH:3]=[C:4]([NH:9][C:10](=[O:11])[C:12]2[CH:13]=[C:14]([S:19](=[O:21])(=[O:20])[NH:30][C@H:31]([CH3:34])[CH2:32][OH:33])[CH:15]=[CH:16][C:17]=2[F:18])[CH:5]=[CH:6][C:7]=1[F:8]. (5) Given the reactants [NH2:1][C:2]1[N:7]2[N:8]=[C:9]([CH3:11])[CH:10]=[C:6]2[N:5]=[CH:4][C:3]=1C(NN)=O.C[CH2:17][OH:18].Cl.[N:20]([O-])=O.[Na+], predict the reaction product. The product is: [CH3:11][C:9]1[CH:10]=[C:6]2[N:5]=[CH:4][C:3]3[NH:20][C:17](=[O:18])[NH:1][C:2]=3[N:7]2[N:8]=1.